Predict the reaction yield, written as a fraction of the theoretical maximum amount of product (1.0 means a 100% yield; for example, 0.34 means a 34% yield). From a dataset of Reaction yield outcomes from USPTO patents with 853,638 reactions. (1) The reactants are [CH3:1][CH:2]([OH:6])[CH:3]([OH:5])[CH3:4].CCN(CC)CC.[CH3:14][S:15](Cl)(=[O:17])=[O:16]. The catalyst is C(Cl)Cl. The product is [CH3:14][S:15]([O:5][CH:3]([CH:2]([O:6][S:15]([CH3:14])(=[O:17])=[O:16])[CH3:1])[CH3:4])(=[O:17])=[O:16]. The yield is 0.980. (2) The reactants are [Cl:1][C:2]1[C:3]2[CH:10]=[CH:9][NH:8][C:4]=2[N:5]=[CH:6][N:7]=1.[I:11]N1C(=O)CCC1=O. The catalyst is CN(C=O)C. The product is [Cl:1][C:2]1[C:3]2[C:10]([I:11])=[CH:9][NH:8][C:4]=2[N:5]=[CH:6][N:7]=1. The yield is 0.746. (3) The reactants are COC(=O)CC[S:6]([C:9]1[CH:14]=[CH:13][C:12]([CH:15]([NH:19][C:20]([C:22]2[CH:23]=[N:24][N:25]([C:28]3[CH:33]=[CH:32][C:31]([Cl:34])=[CH:30][CH:29]=3)[C:26]=2[CH3:27])=[O:21])[CH2:16][CH2:17][CH3:18])=[CH:11][N:10]=1)(=[O:8])=[O:7].C[O-].[Na+].[Na].ClN1C(=[O:46])CCC1=O.[O:48]1[CH2:53][CH2:52][CH:51]([NH2:54])[CH2:50][CH2:49]1. The catalyst is C1COCC1.CO. The product is [O:48]1[CH2:53][CH2:52][CH:51]([NH:54][S:6]([C:9]2[N:10]=[CH:11][C:12]([CH:15]([NH:19][C:20]([C:22]3[CH:23]=[N:24][N:25]([C:28]4[CH:29]=[CH:30][C:31]([Cl:34])=[CH:32][CH:33]=4)[C:26]=3[CH3:27])=[O:21])[CH2:16][CH2:17][CH3:18])=[CH:13][CH:14]=2)(=[O:7])=[O:8])[CH2:50][CH2:49]1.[Cl:34][C:31]1[CH:30]=[CH:29][C:28]([N:25]2[C:26]([CH3:27])=[C:22]([C:20]([NH:19][CH:15]([C:12]3[CH:13]=[CH:14][C:9]([S:6]([OH:7])(=[O:8])=[O:46])=[N:10][CH:11]=3)[CH2:16][CH2:17][CH3:18])=[O:21])[CH:23]=[N:24]2)=[CH:33][CH:32]=1. The yield is 0.0900. (4) The reactants are [Cl:1][C:2]1[N:3]=[C:4]([N:12]2[CH2:17][CH2:16][O:15][CH2:14][CH2:13]2)[C:5]2[S:10][C:9](I)=[CH:8][C:6]=2[N:7]=1.[CH3:18][O:19][C:20]1[CH:21]=[C:22](B(O)O)[CH:23]=[CH:24][CH:25]=1. The catalyst is C([O-])([O-])=O.[Na+].[Na+].C(#N)C.Cl[Pd](Cl)([P](C1C=CC=CC=1)(C1C=CC=CC=1)C1C=CC=CC=1)[P](C1C=CC=CC=1)(C1C=CC=CC=1)C1C=CC=CC=1. The product is [Cl:1][C:2]1[N:3]=[C:4]([N:12]2[CH2:17][CH2:16][O:15][CH2:14][CH2:13]2)[C:5]2[S:10][C:9]([C:24]3[CH:23]=[CH:22][CH:21]=[C:20]([O:19][CH3:18])[CH:25]=3)=[CH:8][C:6]=2[N:7]=1. The yield is 0.660. (5) The reactants are P(N)(=O)([O-])[O-].[NH2:6][C:7]1[N:15]=[C:14]2[C:10]([N:11]=[CH:12][N:13]2[CH:16]2[C@:20]([CH3:22])([OH:21])[CH2:19][C@@H:18]([CH2:23][OH:24])[O:17]2)=[C:9]([O:25][CH3:26])[N:8]=1.C([Mg]Cl)(C)(C)C.Cl[C:34]1[CH:43]=[CH:42][C:41]2[C:36](=[CH:37][CH:38]=[CH:39][CH:40]=2)[C:35]=1[O:44][P:45](=[N:47][C@@H:48]([CH3:60])[C:49]([O:51][C@H:52]([C:54]1[CH:59]=[CH:58][CH:57]=[CH:56][CH:55]=1)[CH3:53])=[O:50])=[O:46]. The catalyst is C1COCC1. The product is [NH2:6][C:7]1[N:15]=[C:14]2[C:10]([N:11]=[CH:12][N:13]2[CH:16]2[O:17][C@H:18]([CH2:23][O:24][C:34]3[CH:43]=[CH:42][C:41]4[C:36](=[CH:37][CH:38]=[CH:39][CH:40]=4)[C:35]=3[O:44][P:45](=[N:47][C@@H:48]([CH3:60])[C:49]([O:51][C@H:52]([C:54]3[CH:55]=[CH:56][CH:57]=[CH:58][CH:59]=3)[CH3:53])=[O:50])=[O:46])[CH2:19][C@:20]2([OH:21])[CH3:22])=[C:9]([O:25][CH3:26])[N:8]=1. The yield is 0.190.